Dataset: Catalyst prediction with 721,799 reactions and 888 catalyst types from USPTO. Task: Predict which catalyst facilitates the given reaction. (1) Reactant: [OH:1][C:2]1[CH:3]=[N:4][CH:5]=[C:6]([CH3:8])[CH:7]=1.Br[C:10]1[CH:15]=[CH:14][CH:13]=[C:12]([N+:16]([O-:18])=[O:17])[CH:11]=1.C([O-])([O-])=O.[K+].[K+].O. Product: [CH3:8][C:6]1[CH:7]=[C:2]([O:1][C:10]2[CH:11]=[C:12]([N+:16]([O-:18])=[O:17])[CH:13]=[CH:14][CH:15]=2)[CH:3]=[N:4][CH:5]=1. The catalyst class is: 122. (2) Reactant: C(N(CC)C(C)C)(C)C.[Cl:10][C:11]1[N:12]=[CH:13][C:14]([C:17]([OH:19])=O)=[N:15][CH:16]=1.F[P-](F)(F)(F)(F)F.C[N+](C)=C(N(C)C)ON1C2N=CC=CC=2N=N1.Cl.[CH:45]1([C@H:48]([NH2:53])[C:49]([F:52])([F:51])[F:50])[CH2:47][CH2:46]1.C([O-])(O)=O.[Na+]. Product: [Cl:10][C:11]1[N:12]=[CH:13][C:14]([C:17]([NH:53][C@@H:48]([CH:45]2[CH2:47][CH2:46]2)[C:49]([F:52])([F:51])[F:50])=[O:19])=[N:15][CH:16]=1. The catalyst class is: 2.